Dataset: Choline transporter screen with 302,306 compounds. Task: Binary Classification. Given a drug SMILES string, predict its activity (active/inactive) in a high-throughput screening assay against a specified biological target. The drug is Clc1c(S(=O)(=O)N2CCCCCC2)cc(cc1)C(=O)NCCN(CC)CC. The result is 0 (inactive).